Dataset: Reaction yield outcomes from USPTO patents with 853,638 reactions. Task: Predict the reaction yield, written as a fraction of the theoretical maximum amount of product (1.0 means a 100% yield; for example, 0.34 means a 34% yield). (1) The reactants are Cl.[OH:2][C@H:3]1[CH2:7][NH:6][C@H:5]([C:8]([NH:10][CH2:11][C:12]2[CH:17]=[CH:16][C:15]([C:18]3[S:22][CH:21]=[N:20][C:19]=3[CH3:23])=[CH:14][CH:13]=2)=[O:9])[CH2:4]1.C(OC([NH:31][C:32]([CH3:37])([CH3:36])[C:33](O)=[O:34])=O)(C)(C)C.CCN(C(C)C)C(C)C.CN(C(ON1N=NC2C=CC=NC1=2)=[N+](C)C)C.F[P-](F)(F)(F)(F)F.Cl.O1CCOCC1. The catalyst is CN(C=O)C. The product is [NH2:31][C:32]([CH3:37])([CH3:36])[C:33]([N:6]1[CH2:7][C@H:3]([OH:2])[CH2:4][C@H:5]1[C:8]([NH:10][CH2:11][C:12]1[CH:13]=[CH:14][C:15]([C:18]2[S:22][CH:21]=[N:20][C:19]=2[CH3:23])=[CH:16][CH:17]=1)=[O:9])=[O:34]. The yield is 0.840. (2) The reactants are [N:1]1([CH2:8][CH2:9][O:10][C:11]2[CH:16]=[CH:15][C:14]([C:17]([C:19]3[C:28]4[C:23](=[CH:24][C:25]([O:29]C)=[CH:26][CH:27]=4)[CH:22]=[CH:21][C:20]=3[C:31]3[CH:36]=[C:35]([F:37])[CH:34]=[CH:33][C:32]=3[F:38])=[O:18])=[CH:13][CH:12]=2)[CH2:7][CH2:6][CH2:5][CH2:4][CH2:3][CH2:2]1.B(Br)(Br)Br.C(=O)(O)[O-].[Na+].C(Cl)(Cl)Cl.C(O)(C)C. The catalyst is C(Cl)Cl. The product is [N:1]1([CH2:8][CH2:9][O:10][C:11]2[CH:16]=[CH:15][C:14]([C:17]([C:19]3[C:28]4[C:23](=[CH:24][C:25]([OH:29])=[CH:26][CH:27]=4)[CH:22]=[CH:21][C:20]=3[C:31]3[CH:36]=[C:35]([F:37])[CH:34]=[CH:33][C:32]=3[F:38])=[O:18])=[CH:13][CH:12]=2)[CH2:7][CH2:6][CH2:5][CH2:4][CH2:3][CH2:2]1. The yield is 0.460. (3) The reactants are [Cl:1][C:2]1[CH:3]=[N:4][N:5]([CH3:40])[C:6]=1[C:7]1[CH:8]=[C:9]([C:13]([NH:15][C@@H:16]([CH2:29][C:30]2[CH:35]=[CH:34][CH:33]=[CH:32][C:31]=2[C:36]([F:39])([F:38])[F:37])[CH2:17][N:18]2C(=O)C3C(=CC=CC=3)C2=O)=[O:14])[O:10][C:11]=1[CH3:12].NN. The catalyst is O1CCCC1.CO. The product is [NH2:18][CH2:17][C@@H:16]([NH:15][C:13]([C:9]1[O:10][C:11]([CH3:12])=[C:7]([C:6]2[N:5]([CH3:40])[N:4]=[CH:3][C:2]=2[Cl:1])[CH:8]=1)=[O:14])[CH2:29][C:30]1[CH:35]=[CH:34][CH:33]=[CH:32][C:31]=1[C:36]([F:39])([F:38])[F:37]. The yield is 0.560.